Dataset: Full USPTO retrosynthesis dataset with 1.9M reactions from patents (1976-2016). Task: Predict the reactants needed to synthesize the given product. (1) Given the product [N:1]1([C@@H:10]([C:19]2[CH:24]=[CH:23][CH:22]=[CH:21][CH:20]=2)[CH2:11][C:12]([OH:14])=[O:13])[C:5]2[CH:6]=[CH:7][CH:8]=[CH:9][C:4]=2[N:3]=[CH:2]1, predict the reactants needed to synthesize it. The reactants are: [N:1]1([C@@H:10]([C:19]2[CH:24]=[CH:23][CH:22]=[CH:21][CH:20]=2)[CH2:11][C:12]([O:14]C(C)(C)C)=[O:13])[C:5]2[CH:6]=[CH:7][CH:8]=[CH:9][C:4]=2[N:3]=[CH:2]1.C(OCC)C. (2) The reactants are: [NH2:1][C:2]1[C:3]2[CH:10]=[CH:9][N:8]([C@H:11]3[C@:15]([C:17]#[CH:18])([OH:16])[C@H:14]([OH:19])[C@@H:13]([CH2:20][OH:21])[O:12]3)[C:4]=2[N:5]=[CH:6][N:7]=1.C(N(CC)CC)C.[C:29](O[C:29](=[O:33])[CH:30]([CH3:32])[CH3:31])(=[O:33])[CH:30]([CH3:32])[CH3:31]. Given the product [NH2:1][C:2]1[C:3]2[CH:10]=[CH:9][N:8]([C@@H:11]3[O:12][C@H:13]([CH2:20][OH:21])[C@@H:14]([O:19][C:29](=[O:33])[CH:30]([CH3:32])[CH3:31])[C@@:15]3([C:17]#[CH:18])[OH:16])[C:4]=2[N:5]=[CH:6][N:7]=1, predict the reactants needed to synthesize it.